From a dataset of Forward reaction prediction with 1.9M reactions from USPTO patents (1976-2016). Predict the product of the given reaction. (1) Given the reactants [CH2:1]([O:3][C:4]([C:6]1([NH:15][C:16](=[O:25])[C:17]2[CH:22]=[CH:21][CH:20]=[C:19]([CH3:23])[C:18]=2I)[CH2:14][C:13]2[C:8](=[CH:9][CH:10]=[CH:11][CH:12]=2)[CH2:7]1)=[O:5])[CH3:2].[CH:26]1([CH:29]=[CH:30]B2OC(C)(C)C(C)(C)O2)[CH2:28][CH2:27]1.C([O-])([O-])=O.[K+].[K+], predict the reaction product. The product is: [CH2:1]([O:3][C:4]([C:6]1([NH:15][C:16](=[O:25])[C:17]2[CH:22]=[CH:21][CH:20]=[C:19]([CH3:23])[C:18]=2[CH:30]=[CH:29][CH:26]2[CH2:28][CH2:27]2)[CH2:14][C:13]2[C:8](=[CH:9][CH:10]=[CH:11][CH:12]=2)[CH2:7]1)=[O:5])[CH3:2]. (2) Given the reactants Br[C:2]1[C:7]([C:8]#[C:9][Si:10]([CH3:13])([CH3:12])[CH3:11])=[CH:6][CH:5]=[CH:4][N:3]=1.[Li]CCCC.CN([CH:22]=[O:23])C, predict the reaction product. The product is: [CH3:11][Si:10]([C:9]#[C:8][C:7]1[C:2]([CH:22]=[O:23])=[N:3][CH:4]=[CH:5][CH:6]=1)([CH3:13])[CH3:12]. (3) Given the reactants [CH2:1]([O:3][C:4]([N:6]1[CH2:28][CH2:27][C:10]2[C:11]3[C:12](O)([C:20]4[CH:25]=[CH:24][CH:23]=[CH:22][CH:21]=4)[C:13]([F:19])([F:18])[CH2:14][C:15]=3[CH:16]=[CH:17][C:9]=2[CH2:8][CH2:7]1)=[O:5])[CH3:2].N1C=CC=CC=1.S(Cl)([Cl:37])=O, predict the reaction product. The product is: [CH2:1]([O:3][C:4]([N:6]1[CH2:28][CH2:27][C:10]2[C:11]3[C:12]([Cl:37])([C:20]4[CH:25]=[CH:24][CH:23]=[CH:22][CH:21]=4)[C:13]([F:19])([F:18])[CH2:14][C:15]=3[CH:16]=[CH:17][C:9]=2[CH2:8][CH2:7]1)=[O:5])[CH3:2]. (4) Given the reactants [Cl:1][C:2]1[CH:7]=[CH:6][C:5]([CH:8]([C:20]2[CH:25]=[CH:24][C:23]([Cl:26])=[CH:22][CH:21]=2)[C:9]2[CH:10]=[C:11]3[C:16](=[CH:17][CH:18]=2)[N:15]=[CH:14][N:13]=[C:12]3Cl)=[CH:4][CH:3]=1.[F:27][C:28]([F:38])([F:37])[C:29]1[CH:30]=[C:31]([CH2:35][NH2:36])[CH:32]=[CH:33][CH:34]=1, predict the reaction product. The product is: [Cl:1][C:2]1[CH:3]=[CH:4][C:5]([CH:8]([C:20]2[CH:25]=[CH:24][C:23]([Cl:26])=[CH:22][CH:21]=2)[C:9]2[CH:10]=[C:11]3[C:16](=[CH:17][CH:18]=2)[N:15]=[CH:14][N:13]=[C:12]3[NH:36][CH2:35][C:31]2[CH:32]=[CH:33][CH:34]=[C:29]([C:28]([F:27])([F:37])[F:38])[CH:30]=2)=[CH:6][CH:7]=1.